From a dataset of Cav3 T-type calcium channel HTS with 100,875 compounds. Binary Classification. Given a drug SMILES string, predict its activity (active/inactive) in a high-throughput screening assay against a specified biological target. The drug is S(=O)(=O)(N1CCN(CC1)C(=O)c1c(F)cccc1)CCC. The result is 0 (inactive).